This data is from Full USPTO retrosynthesis dataset with 1.9M reactions from patents (1976-2016). The task is: Predict the reactants needed to synthesize the given product. The reactants are: [Cl:1][C:2]1[N:3]=[C:4](Cl)[C:5]2[CH:11]=[CH:10][CH:9]=[N:8][C:6]=2[N:7]=1.NC1N=CC=CC=1C(O)=O.[C:23]([O:27][C:28]([N:30]1[CH2:35][CH2:34][NH:33][CH2:32][CH2:31]1)=[O:29])([CH3:26])([CH3:25])[CH3:24].CCN(C(C)C)C(C)C.P(=O)(O)(O)O. Given the product [C:23]([O:27][C:28]([N:30]1[CH2:35][CH2:34][N:33]([C:4]2[C:5]3[CH:11]=[CH:10][CH:9]=[N:8][C:6]=3[N:7]=[C:2]([Cl:1])[N:3]=2)[CH2:32][CH2:31]1)=[O:29])([CH3:26])([CH3:24])[CH3:25], predict the reactants needed to synthesize it.